Dataset: Catalyst prediction with 721,799 reactions and 888 catalyst types from USPTO. Task: Predict which catalyst facilitates the given reaction. (1) Reactant: C[O-].[Na+].[SH:4][CH2:5][C:6]([O:8][CH3:9])=[O:7].Cl/[C:11](/[C:15]1[CH:20]=[CH:19][C:18]([F:21])=[C:17]([F:22])[CH:16]=1)=[CH:12]\[C:13]#[N:14].O. Product: [NH2:14][C:13]1[CH:12]=[C:11]([C:15]2[CH:20]=[CH:19][C:18]([F:21])=[C:17]([F:22])[CH:16]=2)[S:4][C:5]=1[C:6]([O:8][CH3:9])=[O:7]. The catalyst class is: 475. (2) Reactant: C1CCCCC=1.C([N:14]1[CH2:19][CH2:18][N:17]([CH:20]([CH3:23])[CH2:21][OH:22])[CH2:16][CH2:15]1)C1C=CC=CC=1. Product: [N:17]1([CH:20]([CH3:23])[CH2:21][OH:22])[CH2:18][CH2:19][NH:14][CH2:15][CH2:16]1. The catalyst class is: 421. (3) Reactant: S([N:11]1[CH2:26][CH2:25][CH2:24][N:23]([CH2:27][C:28]2[CH:33]=[CH:32][C:31]([N+:34]([O-:36])=[O:35])=[CH:30][CH:29]=2)[CH2:22][CH2:21][CH2:20][N:19](S(C2C=CC(C)=CC=2)(=O)=O)[CH2:18][CH2:17][CH2:16][N:15](S(C2C=CC(C)=CC=2)(=O)=O)[CH2:14][CH2:13][CH2:12]1)(C1C=CC(C)=CC=1)(=O)=O.O.[OH-].[Na+]. Product: [N+:34]([C:31]1[CH:30]=[CH:29][C:28]([CH2:27][N:23]2[CH2:22][CH2:21][CH2:20][NH:19][CH2:18][CH2:17][CH2:16][NH:15][CH2:14][CH2:13][CH2:12][NH:11][CH2:26][CH2:25][CH2:24]2)=[CH:33][CH:32]=1)([O-:36])=[O:35]. The catalyst class is: 65. (4) Product: [CH2:15]([N:17]1[C:25]2[C:20](=[N:21][CH:22]=[CH:23][C:24]=2[CH3:26])[N:19]([C:27]2[CH:32]=[CH:31][C:30]([O:33][C:3]3[N:2]([CH3:1])[C:6]4=[N:7][CH:8]=[CH:9][CH:10]=[C:5]4[N:4]=3)=[CH:29][CH:28]=2)[C:18]1=[O:34])[CH3:16]. The catalyst class is: 44. Reactant: [CH3:1][N:2]1[C:6]2=[N:7][CH:8]=[CH:9][CH:10]=[C:5]2[N:4]=[C:3]1S(C)(=O)=O.[CH2:15]([N:17]1[C:25]2[C:20](=[N:21][CH:22]=[CH:23][C:24]=2[CH3:26])[N:19]([C:27]2[CH:32]=[CH:31][C:30]([OH:33])=[CH:29][CH:28]=2)[C:18]1=[O:34])[CH3:16].CC(C)([O-])C.[K+].O.